Dataset: Peptide-MHC class I binding affinity with 185,985 pairs from IEDB/IMGT. Task: Regression. Given a peptide amino acid sequence and an MHC pseudo amino acid sequence, predict their binding affinity value. This is MHC class I binding data. (1) The peptide sequence is AENVIVGLV. The MHC is HLA-B44:02 with pseudo-sequence HLA-B44:02. The binding affinity (normalized) is 0.542. (2) The peptide sequence is AHAGARVNL. The MHC is HLA-B58:01 with pseudo-sequence HLA-B58:01. The binding affinity (normalized) is 0.213. (3) The peptide sequence is RDRFKRTSF. The MHC is HLA-B51:01 with pseudo-sequence HLA-B51:01. The binding affinity (normalized) is 0.0847.